Dataset: Peptide-MHC class I binding affinity with 185,985 pairs from IEDB/IMGT. Task: Regression. Given a peptide amino acid sequence and an MHC pseudo amino acid sequence, predict their binding affinity value. This is MHC class I binding data. (1) The peptide sequence is ALDISFTGA. The MHC is HLA-A26:01 with pseudo-sequence HLA-A26:01. The binding affinity (normalized) is 0.0847. (2) The peptide sequence is QILDNAAKYV. The MHC is HLA-A68:02 with pseudo-sequence HLA-A68:02. The binding affinity (normalized) is 0.0309. (3) The peptide sequence is FLLENAAYL. The MHC is HLA-C07:02 with pseudo-sequence HLA-C07:02. The binding affinity (normalized) is 0.457. (4) The MHC is Patr-A0901 with pseudo-sequence Patr-A0901. The peptide sequence is PYFVRVQGLL. The binding affinity (normalized) is 0.163. (5) The peptide sequence is AIKCVDIVK. The MHC is HLA-B07:02 with pseudo-sequence HLA-B07:02. The binding affinity (normalized) is 0.0847. (6) The peptide sequence is CSANNSHHY. The MHC is HLA-A32:01 with pseudo-sequence HLA-A32:01. The binding affinity (normalized) is 0.